This data is from Forward reaction prediction with 1.9M reactions from USPTO patents (1976-2016). The task is: Predict the product of the given reaction. (1) Given the reactants [OH-].[Na+].[CH:3]1([C:6]2[C:11]([C:12]3[CH:17]=[CH:16][C:15]([F:18])=[CH:14][CH:13]=3)=[C:10]([F:19])[C:9]([O:20][CH2:21][CH3:22])=[C:8]([CH2:23][N:24]3[CH2:29][CH2:28][CH:27]([N:30]4[CH:35]=[CH:34][C:33]([C:36]([O:38]C)=[O:37])=[C:32]([CH3:40])[C:31]4=[O:41])[CH2:26][CH2:25]3)[CH:7]=2)[CH2:5][CH2:4]1, predict the reaction product. The product is: [CH:3]1([C:6]2[C:11]([C:12]3[CH:13]=[CH:14][C:15]([F:18])=[CH:16][CH:17]=3)=[C:10]([F:19])[C:9]([O:20][CH2:21][CH3:22])=[C:8]([CH2:23][N:24]3[CH2:25][CH2:26][CH:27]([N:30]4[CH:35]=[CH:34][C:33]([C:36]([OH:38])=[O:37])=[C:32]([CH3:40])[C:31]4=[O:41])[CH2:28][CH2:29]3)[CH:7]=2)[CH2:5][CH2:4]1. (2) The product is: [CH3:1][C:2]1[C:6]([C:7]2[C:8]([O:27][CH3:28])=[CH:9][C:10]3[C:11]4[N:18]([CH:19]([C:21]5[CH:26]=[CH:25][CH:24]=[CH:23][N:22]=5)[CH3:20])[C:36]([CH2:37][O:58][CH3:59])=[N:17][C:12]=4[CH:13]=[N:14][C:15]=3[CH:16]=2)=[C:5]([CH3:29])[O:4][N:3]=1. Given the reactants [CH3:1][C:2]1[C:6]([C:7]2[CH:16]=[C:15]3[C:10]([C:11]([NH:18][CH:19]([C:21]4[CH:26]=[CH:25][CH:24]=[CH:23][N:22]=4)[CH3:20])=[C:12]([NH2:17])[CH:13]=[N:14]3)=[CH:9][C:8]=2[O:27][CH3:28])=[C:5]([CH3:29])[O:4][N:3]=1.CC1C([C:36]2C=C3C(C(NCC4SC(C)=NC=4C)=C(C(N)=O)C=N3)=C[C:37]=2[O:58][CH3:59])=C(C)ON=1.COCC(O)=O.CN(C(ON1N=NC2C=CC=NC1=2)=[N+](C)C)C.F[P-](F)(F)(F)(F)F.C(N(CC)CC)C.C(=O)([O-])O.[Na+], predict the reaction product. (3) Given the reactants C(C1[CH:4]=[C:5]2[C:9](=[N:10][CH:11]=1)[NH:8][CH:7]=[CH:6]2)#N.Cl.[C:13]([O:16]CC)(=[O:15])[CH3:14], predict the reaction product. The product is: [NH:8]1[C:9]2[C:5](=[CH:4][C:14]([C:13]([OH:16])=[O:15])=[CH:11][N:10]=2)[CH:6]=[CH:7]1. (4) Given the reactants [F:1][C:2]1[C:10]2[CH2:9][CH2:8][CH2:7][CH2:6][C:5]=2[N:4]2[CH2:11][CH2:12][N:13]([C:16]3[N:23]=[CH:22][CH:21]=[C:20]([C:24]4[CH:29]=[C:28]([NH:30][C:31]5[CH:36]=[CH:35][N:34]=[CH:33][N:32]=5)[C:27](=[O:37])[N:26]([CH3:38])[N:25]=4)[C:17]=3[CH:18]=[O:19])[C:14](=[O:15])[C:3]=12.[BH4-].[Na+].CO, predict the reaction product. The product is: [F:1][C:2]1[C:10]2[CH2:9][CH2:8][CH2:7][CH2:6][C:5]=2[N:4]2[CH2:11][CH2:12][N:13]([C:16]3[C:17]([CH2:18][OH:19])=[C:20]([C:24]4[CH:29]=[C:28]([NH:30][C:31]5[CH:36]=[CH:35][N:34]=[CH:33][N:32]=5)[C:27](=[O:37])[N:26]([CH3:38])[N:25]=4)[CH:21]=[CH:22][N:23]=3)[C:14](=[O:15])[C:3]=12. (5) Given the reactants C([O:3][C:4](=O)[NH:5][CH2:6][CH2:7][C:8]1[CH:13]=[CH:12][CH:11]=[CH:10][C:9]=1[C:14]([F:17])([F:16])[F:15])C.O=P12OP3(OP(OP(O3)(O1)=O)(=O)O2)=O, predict the reaction product. The product is: [F:15][C:14]([F:17])([F:16])[C:9]1[CH:10]=[CH:11][CH:12]=[C:13]2[C:8]=1[CH2:7][CH2:6][NH:5][C:4]2=[O:3]. (6) Given the reactants [CH2:1]([C:18]1[CH:22]=[C:21]([C:23](OC)=[O:24])[N:20]([C:27]2[CH:32]=[CH:31][CH:30]=[CH:29][CH:28]=2)[N:19]=1)[CH2:2][C:3]1[CH:7]=[C:6]([C:8](OC)=[O:9])[N:5]([C:12]2[CH:17]=[CH:16][CH:15]=[CH:14][CH:13]=2)[N:4]=1.[H-].[Al+3].[Li+].[H-].[H-].[H-], predict the reaction product. The product is: [CH2:1]([C:18]1[CH:22]=[C:21]([CH2:23][OH:24])[N:20]([C:27]2[CH:32]=[CH:31][CH:30]=[CH:29][CH:28]=2)[N:19]=1)[CH2:2][C:3]1[CH:7]=[C:6]([CH2:8][OH:9])[N:5]([C:12]2[CH:13]=[CH:14][CH:15]=[CH:16][CH:17]=2)[N:4]=1. (7) Given the reactants [OH:1][CH:2]1[CH:7]([CH2:8][C:9]2[CH:14]=[CH:13][C:12]([O:15][CH3:16])=[C:11]([CH2:17][C@H:18]3[CH2:22][O:21][C:20](=[O:23])[N:19]3[CH2:24][CH2:25][CH3:26])[CH:10]=2)[CH2:6][S:5](=[O:28])(=[O:27])[CH2:4][CH:3]1C(O)=O.CC[N:34]([CH2:37]C)CC.C1C=CC(P(N=[N+]=[N-])(C2C=CC=CC=2)=[O:46])=CC=1, predict the reaction product. The product is: [CH3:16][O:15][C:12]1[CH:13]=[CH:14][C:9]([CH2:8][CH:7]2[CH:2]3[CH:3]([NH:34][C:37](=[O:46])[O:1]3)[CH2:4][S:5](=[O:27])(=[O:28])[CH2:6]2)=[CH:10][C:11]=1[CH2:17][C@H:18]1[CH2:22][O:21][C:20](=[O:23])[N:19]1[CH2:24][CH2:25][CH3:26]. (8) Given the reactants [Br:1][C:2]([CH2:4][O:5][CH2:6][CH2:7][CH2:8][CH2:9][CH2:10][CH3:11])=[CH2:3].[OH-].[K+].[CH:14]([Br:17])(Br)[Br:15], predict the reaction product. The product is: [Br:15][C:14]1([Br:17])[CH2:3][C:2]1([Br:1])[CH2:4][O:5][CH2:6][CH2:7][CH2:8][CH2:9][CH2:10][CH3:11]. (9) Given the reactants [NH2:1][C:2]([CH3:19])([CH2:10][C:11]1[CH:16]=[CH:15][C:14]([O:17][CH3:18])=[CH:13][CH:12]=1)[C:3]([O:5]C(C)(C)C)=[O:4].C1(C)C=CC=CC=1.[ClH:27], predict the reaction product. The product is: [ClH:27].[NH2:1][C:2]([CH3:19])([CH2:10][C:11]1[CH:12]=[CH:13][C:14]([O:17][CH3:18])=[CH:15][CH:16]=1)[C:3]([OH:5])=[O:4].